Dataset: Forward reaction prediction with 1.9M reactions from USPTO patents (1976-2016). Task: Predict the product of the given reaction. (1) Given the reactants [F:1][C:2]1[CH:3]=[CH:4][C:5]2[S:9][C:8]([CH3:10])=[N:7][C:6]=2[CH:11]=1.C1C(=O)N([Br:19])C(=O)C1.CC(N=NC(C#N)(C)C)(C#N)C, predict the reaction product. The product is: [Br:19][CH2:10][C:8]1[S:9][C:5]2[CH:4]=[CH:3][C:2]([F:1])=[CH:11][C:6]=2[N:7]=1. (2) Given the reactants B(O)O.I[C:5]1[C:14]2[C:9](=[CH:10][CH:11]=[C:12]([CH:15]=[O:16])[CH:13]=2)[N:8]=[CH:7][CH:6]=1.C([O-])([O-])=O.[K+].[K+].O1[CH2:28][CH2:27][O:26][CH2:25]C1, predict the reaction product. The product is: [CH3:25][O:26][C:27]1[N:8]=[CH:7][C:6]([C:5]2[C:14]3[C:9](=[CH:10][CH:11]=[C:12]([CH:15]=[O:16])[CH:13]=3)[N:8]=[CH:7][CH:6]=2)=[CH:5][CH:28]=1. (3) Given the reactants [H-].[H-].[H-].[H-].[Li+].[Al+3].[OH:7][C:8]1[C:15]([CH3:16])=[CH:14][C:11]([C:12]#[N:13])=[CH:10][C:9]=1[CH3:17].Cl, predict the reaction product. The product is: [NH2:13][CH2:12][C:11]1[CH:10]=[C:9]([CH3:17])[C:8]([OH:7])=[C:15]([CH3:16])[CH:14]=1. (4) Given the reactants C(NC(C)C)(C)C.[CH2:8]([Li])[CH2:9][CH2:10][CH3:11].[CH:13]1([C:18]([O:20][CH3:21])=[O:19])[CH2:17][CH2:16][CH2:15][CH2:14]1.BrCCC=C, predict the reaction product. The product is: [CH3:21][O:20][C:18]([C:13]1([CH2:11][CH2:10][CH:9]=[CH2:8])[CH2:17][CH2:16][CH2:15][CH2:14]1)=[O:19]. (5) The product is: [CH:1]1([C:7]2[CH:12]=[CH:11][C:10]([C:13]3[NH:17][CH:16]=[C:15]([CH2:18][OH:19])[CH:14]=3)=[CH:9][CH:8]=2)[CH2:2][CH2:3][CH2:4][CH2:5][CH2:6]1. Given the reactants [CH:1]1([C:7]2[CH:12]=[CH:11][C:10]([C:13]3[NH:17][CH:16]=[C:15]([C:18](OC)=[O:19])[CH:14]=3)=[CH:9][CH:8]=2)[CH2:6][CH2:5][CH2:4][CH2:3][CH2:2]1.[H-].C([Al+]CC(C)C)C(C)C.Cl, predict the reaction product.